This data is from Forward reaction prediction with 1.9M reactions from USPTO patents (1976-2016). The task is: Predict the product of the given reaction. (1) Given the reactants [C:1]([NH:4][CH:5]([C:14]([O:16][CH2:17][CH3:18])=[O:15])[CH2:6][C:7]1[CH:12]=C[CH:10]=[C:9](N)[CH:8]=1)(=[O:3])[CH3:2].C(N(CC)CC)C.CI.ClCCl.[CH3:31][N:32]([CH:34]=O)[CH3:33], predict the reaction product. The product is: [C:1]([NH:4][CH:5]([C:14]([O:16][CH2:17][CH3:18])=[O:15])[CH2:6][C:7]1[CH:8]=[CH:9][CH:10]=[C:34]([N:32]([CH3:31])[CH3:33])[CH:12]=1)(=[O:3])[CH3:2]. (2) The product is: [CH3:37][O:36][C:34]([C:33]1([C:38]([O:40][CH3:41])=[O:39])[CH2:30][C:9]1([C:4]1[CH:5]=[CH:6][C:7]([F:8])=[C:2]([Cl:1])[CH:3]=1)[CH2:10][CH2:11][O:12][Si:13]([C:26]([CH3:29])([CH3:28])[CH3:27])([C:20]1[CH:25]=[CH:24][CH:23]=[CH:22][CH:21]=1)[C:14]1[CH:15]=[CH:16][CH:17]=[CH:18][CH:19]=1)=[O:35]. Given the reactants [Cl:1][C:2]1[CH:3]=[C:4]([C:9](=[CH2:30])[CH2:10][CH2:11][O:12][Si:13]([C:26]([CH3:29])([CH3:28])[CH3:27])([C:20]2[CH:25]=[CH:24][CH:23]=[CH:22][CH:21]=2)[C:14]2[CH:19]=[CH:18][CH:17]=[CH:16][CH:15]=2)[CH:5]=[CH:6][C:7]=1[F:8].N([CH:33]([C:38]([O:40][CH3:41])=[O:39])[C:34]([O:36][CH3:37])=[O:35])=N, predict the reaction product.